Dataset: Full USPTO retrosynthesis dataset with 1.9M reactions from patents (1976-2016). Task: Predict the reactants needed to synthesize the given product. (1) The reactants are: [H-].C([Al+]CC(C)C)C(C)C.[CH3:11][C:12]1[CH:36]=[CH:35][C:15]([CH2:16][C:17]2([C:30](OCC)=[O:31])[CH2:22][CH2:21][CH2:20][N:19]([C:23]([O:25][C:26]([CH3:29])([CH3:28])[CH3:27])=[O:24])[CH2:18]2)=[CH:14][CH:13]=1. Given the product [OH:31][CH2:30][C:17]1([CH2:16][C:15]2[CH:35]=[CH:36][C:12]([CH3:11])=[CH:13][CH:14]=2)[CH2:22][CH2:21][CH2:20][N:19]([C:23]([O:25][C:26]([CH3:27])([CH3:28])[CH3:29])=[O:24])[CH2:18]1, predict the reactants needed to synthesize it. (2) Given the product [CH:6]12[O:40][CH:39]([CH2:3][CH2:2]1)[CH2:42][N:4]([C:7]1[C:12]([CH2:13][O:14][C:15]3[CH:16]=[CH:17][CH:18]=[C:19]([OH:20])[C:24]=3[CH:23]=[O:25])=[CH:11][CH:10]=[CH:9][N:8]=1)[CH2:5]2, predict the reactants needed to synthesize it. The reactants are: F[C@H:2]1[CH2:6][CH2:5][N:4]([C:7]2[C:12]([CH2:13][O:14][C:15]3[C:24]4[C:23](=[O:25])OC(C)(C)[O:20][C:19]=4[CH:18]=[CH:17][CH:16]=3)=[CH:11][CH:10]=[CH:9][N:8]=2)[CH2:3]1.CC(C[AlH]CC(C)C)C.CO.[C:39]([CH:42](C(C([O-])=O)O)O)([O-])=[O:40].[Na+].[K+]. (3) The reactants are: [Cl:1][C:2]1[N:7]=[C:6]([C:8]2[N:12]3[CH:13]=[CH:14][CH:15]=[CH:16][C:11]3=[N:10][C:9]=2[C:17]2[CH:18]=[CH:19][C:20]([O:34][CH3:35])=[C:21]([CH:33]=2)[C:22]([NH:24][C:25]2[C:30]([F:31])=[CH:29][CH:28]=[CH:27][C:26]=2[F:32])=[O:23])[CH:5]=[CH:4][N:3]=1.[CH2:36](I)C. Given the product [Cl:1][C:2]1[N:7]=[C:6]([C:8]2[N:12]3[CH:13]=[CH:14][CH:15]=[CH:16][C:11]3=[N:10][C:9]=2[C:17]2[CH:18]=[CH:19][C:20]([O:34][CH2:35][CH3:36])=[C:21]([CH:33]=2)[C:22]([NH:24][C:25]2[C:30]([F:31])=[CH:29][CH:28]=[CH:27][C:26]=2[F:32])=[O:23])[CH:5]=[CH:4][N:3]=1, predict the reactants needed to synthesize it. (4) Given the product [CH:49]1([C:30]2[CH:29]=[C:28]([NH:27][C:15]([C:12]3[CH:11]=[N:10][N:9]([C:3]4[CH:4]=[CH:5][C:6]([Cl:8])=[CH:7][C:2]=4[Cl:1])[C:13]=3[CH3:14])=[O:17])[CH:33]=[N:32][C:31]=2[N:34]2[CH2:35][CH2:36][CH:37]([OH:40])[CH2:38][CH2:39]2)[CH2:50][CH2:51]1, predict the reactants needed to synthesize it. The reactants are: [Cl:1][C:2]1[CH:7]=[C:6]([Cl:8])[CH:5]=[CH:4][C:3]=1[N:9]1[C:13]([CH3:14])=[C:12]([C:15]([OH:17])=O)[CH:11]=[N:10]1.S(Cl)(Cl)=O.CN(C)C=O.[NH2:27][C:28]1[CH:29]=[C:30]([CH:49]2[CH2:51][CH2:50]2)[C:31]([N:34]2[CH2:39][CH2:38][CH:37]([O:40]C(=O)C3C=CC=CC=3)[CH2:36][CH2:35]2)=[N:32][CH:33]=1. (5) The reactants are: [C:1]([O:5][C:6]([N:8]1[CH2:13][CH2:12][CH:11]([C:14](=[O:23])[NH:15][C:16]2[CH:21]=[CH:20][CH:19]=[CH:18][C:17]=2[Br:22])[CH2:10][CH2:9]1)=[O:7])([CH3:4])([CH3:3])[CH3:2].[H-].[Na+].[CH2:26](Br)[C:27]1[CH:32]=[CH:31][CH:30]=[CH:29][CH:28]=1. Given the product [C:1]([O:5][C:6]([N:8]1[CH2:13][CH2:12][CH:11]([C:14](=[O:23])[N:15]([CH2:26][C:27]2[CH:32]=[CH:31][CH:30]=[CH:29][CH:28]=2)[C:16]2[CH:21]=[CH:20][CH:19]=[CH:18][C:17]=2[Br:22])[CH2:10][CH2:9]1)=[O:7])([CH3:4])([CH3:2])[CH3:3], predict the reactants needed to synthesize it. (6) Given the product [C:20]1([CH3:21])[CH:19]=[C:18]([CH3:22])[CH:17]=[C:16]([CH3:23])[C:15]=1[NH:14][C:12]1[S:13][C:6]2[C:7]([N:11]=1)=[N:8][CH:9]=[CH:10][C:5]=2[N:4]([CH2:1][CH2:2][CH3:3])[CH2:24][CH2:25][CH3:26], predict the reactants needed to synthesize it. The reactants are: [CH2:1]([N:4]([CH2:24][CH2:25][CH3:26])[C:5]1[CH:10]=[CH:9][N:8]=[C:7]([NH:11][C:12]([NH:14][C:15]2[C:20]([CH3:21])=[CH:19][C:18]([CH3:22])=[CH:17][C:16]=2[CH3:23])=[S:13])[CH:6]=1)[CH2:2][CH3:3].BrBr.